Dataset: Forward reaction prediction with 1.9M reactions from USPTO patents (1976-2016). Task: Predict the product of the given reaction. (1) Given the reactants [NH2:1][C:2]1[N:3]=[CH:4][C:5]2[CH2:11][N:10]([C:12]3[CH:13]=[C:14]([CH:18]=[CH:19][CH:20]=3)[C:15]([OH:17])=O)[CH2:9][CH2:8][C:6]=2[N:7]=1.C(N(CC)CC)C.CCCP(=O)=O.[CH2:34]([NH2:41])[C:35]1[CH:40]=[CH:39][CH:38]=[CH:37][CH:36]=1, predict the reaction product. The product is: [NH2:1][C:2]1[N:3]=[CH:4][C:5]2[CH2:11][N:10]([C:12]3[CH:13]=[C:14]([CH:18]=[CH:19][CH:20]=3)[C:15]([NH:41][CH2:34][C:35]3[CH:40]=[CH:39][CH:38]=[CH:37][CH:36]=3)=[O:17])[CH2:9][CH2:8][C:6]=2[N:7]=1. (2) Given the reactants C([O:3][C:4](=[O:34])[CH2:5][CH2:6][C:7]1[CH:12]=[CH:11][C:10]([O:13][C:14]2[CH:19]=[C:18]([CH3:20])[CH:17]=[C:16]([O:21][C:22]3[CH:27]=[CH:26][C:25]([C:28]([F:31])([F:30])[F:29])=[CH:24][C:23]=3Br)[CH:15]=2)=[CH:9][C:8]=1[CH3:33])C.[C:35]([C:38]1[CH:39]=[C:40](B(O)O)[CH:41]=[CH:42][CH:43]=1)(=[O:37])[CH3:36], predict the reaction product. The product is: [C:35]([C:38]1[CH:43]=[C:42]([C:23]2[CH:24]=[C:25]([C:28]([F:31])([F:30])[F:29])[CH:26]=[CH:27][C:22]=2[O:21][C:16]2[CH:15]=[C:14]([CH:19]=[C:18]([CH3:20])[CH:17]=2)[O:13][C:10]2[CH:11]=[CH:12][C:7]([CH2:6][CH2:5][C:4]([OH:3])=[O:34])=[C:8]([CH3:33])[CH:9]=2)[CH:41]=[CH:40][CH:39]=1)(=[O:37])[CH3:36]. (3) Given the reactants [CH3:1][NH:2][CH3:3].Cl.[CH3:5][N:6]([CH2:8][C:9]1([C:16]2[CH:21]=[CH:20][CH:19]=[CH:18][CH:17]=2)[CH2:14][CH2:13][C:12](=O)[CH2:11][CH2:10]1)[CH3:7].[C-:22]#[N:23].[K+], predict the reaction product. The product is: [CH3:1][N:2]([CH3:3])[C:12]1([C:22]#[N:23])[CH2:13][CH2:14][C:9]([CH2:8][N:6]([CH3:7])[CH3:5])([C:16]2[CH:21]=[CH:20][CH:19]=[CH:18][CH:17]=2)[CH2:10][CH2:11]1. (4) Given the reactants [Cl:1][C:2]1[CH:18]=[CH:17][C:5]2[CH2:6][CH2:7][N:8](C(=O)C(F)(F)F)[CH2:9][CH2:10][C:4]=2[C:3]=1[C:19]1[NH:20][N:21]=[N:22][C:23]=1[C:24]1[CH:29]=[CH:28][CH:27]=[CH:26][CH:25]=1, predict the reaction product. The product is: [ClH:1].[Cl:1][C:2]1[CH:18]=[CH:17][C:5]2[CH2:6][CH2:7][NH:8][CH2:9][CH2:10][C:4]=2[C:3]=1[C:19]1[NH:20][N:21]=[N:22][C:23]=1[C:24]1[CH:25]=[CH:26][CH:27]=[CH:28][CH:29]=1. (5) The product is: [CH3:1][C@@H:2]1[CH2:6][N:5]([CH2:7][C:8]2[CH:9]=[N:10][C:11]([CH3:31])=[CH:14][CH:13]=2)[CH2:4][C@H:3]1[C:15]1[NH:16][C:17](=[O:30])[C:18]2[CH:23]=[N:22][N:21]([CH:24]3[CH2:29][CH2:28][O:27][CH2:26][CH2:25]3)[C:19]=2[N:20]=1. Given the reactants [CH3:1][C@@H:2]1[CH2:6][N:5]([CH2:7][C:8]2[CH:9]=[N:10][C:11]([CH3:14])=N[CH:13]=2)[CH2:4][C@H:3]1[C:15]1[NH:16][C:17](=[O:30])[C:18]2[CH:23]=[N:22][N:21]([CH:24]3[CH2:29][CH2:28][O:27][CH2:26][CH2:25]3)[C:19]=2[N:20]=1.[CH3:31]C1C=CC(C=O)=CN=1, predict the reaction product. (6) Given the reactants [F:1][C:2]1[CH:7]=[C:6]([O:8][CH2:9][CH2:10][CH2:11][N:12]2[CH2:17][CH2:16][CH2:15][CH2:14][CH2:13]2)[CH:5]=[CH:4][C:3]=1[N:18]1[CH2:23][CH2:22][NH:21][CH2:20][CH2:19]1.CCN(CC1C=CC=CC=1)CC.C=CC1C=CC=CC=1.C=CC1C=CC(C=C)=CC=1.[N:54]1([C:60](Cl)=[O:61])[CH2:59][CH2:58][O:57][CH2:56][CH2:55]1, predict the reaction product. The product is: [F:1][C:2]1[CH:7]=[C:6]([O:8][CH2:9][CH2:10][CH2:11][N:12]2[CH2:13][CH2:14][CH2:15][CH2:16][CH2:17]2)[CH:5]=[CH:4][C:3]=1[N:18]1[CH2:19][CH2:20][N:21]([C:60]([N:54]2[CH2:59][CH2:58][O:57][CH2:56][CH2:55]2)=[O:61])[CH2:22][CH2:23]1. (7) Given the reactants [Cl:1][C:2]1[CH:3]=[C:4]2[NH:10][C:9](=[O:11])[N:8]([C@@H:12]3[CH2:16][CH2:15][N:14]([C:17]([O:19][C:20]([CH3:23])([CH3:22])[CH3:21])=[O:18])[CH2:13]3)[C:5]2=[N:6][CH:7]=1.[H-].[Na+].[CH3:26]I, predict the reaction product. The product is: [Cl:1][C:2]1[CH:3]=[C:4]2[N:10]([CH3:26])[C:9](=[O:11])[N:8]([C@@H:12]3[CH2:16][CH2:15][N:14]([C:17]([O:19][C:20]([CH3:23])([CH3:22])[CH3:21])=[O:18])[CH2:13]3)[C:5]2=[N:6][CH:7]=1.